Dataset: Reaction yield outcomes from USPTO patents with 853,638 reactions. Task: Predict the reaction yield, written as a fraction of the theoretical maximum amount of product (1.0 means a 100% yield; for example, 0.34 means a 34% yield). (1) The reactants are [H-].C([Al+]CC(C)C)C(C)C.[C:11]([C:15]1[C:20]2[CH2:21][C:22]([CH3:25])([CH3:24])[O:23][C:19]=2[C:18]([C:26]([CH3:29])([CH3:28])[CH3:27])=[CH:17][C:16]=1[O:30]C(=O)C(C)(C)C)([CH3:14])([CH3:13])[CH3:12]. The catalyst is CCCCCC. The product is [C:11]([C:15]1[C:20]2[CH2:21][C:22]([CH3:25])([CH3:24])[O:23][C:19]=2[C:18]([C:26]([CH3:29])([CH3:28])[CH3:27])=[CH:17][C:16]=1[OH:30])([CH3:14])([CH3:13])[CH3:12]. The yield is 0.670. (2) The reactants are [NH2:1][CH2:2][CH2:3][C:4]1[N:5]=[C:6]([NH:9][C:10]([NH:12][C:13]2[CH:18]=[CH:17][C:16]([CH3:19])=[CH:15][C:14]=2[C:20]([CH:22]2[CH2:26][CH2:25][CH2:24][CH2:23]2)=[O:21])=[O:11])[S:7][CH:8]=1.Br[CH2:28][C:29]([O:31][CH3:32])=[O:30].CCN(CC)CC. The catalyst is C(Cl)Cl. The product is [CH3:32][O:31][C:29](=[O:30])[CH2:28][NH:1][CH2:2][CH2:3][C:4]1[N:5]=[C:6]([NH:9][C:10]([NH:12][C:13]2[CH:18]=[CH:17][C:16]([CH3:19])=[CH:15][C:14]=2[C:20]([CH:22]2[CH2:23][CH2:24][CH2:25][CH2:26]2)=[O:21])=[O:11])[S:7][CH:8]=1. The yield is 0.500. (3) The reactants are [F:1][C:2]1[CH:7]=[CH:6][C:5]([N:8]2[C:16]3[CH:15]=[C:14]4[CH2:17][CH2:18][CH2:19][C:20](=[O:21])[C@@:13]4([CH3:22])[CH2:12][C:11]=3[CH:10]=[N:9]2)=[CH:4][CH:3]=1.C[Si](C)(C)[N-][Si](C)(C)C.[K+].[F:33][C:34]([F:54])([F:53])[S:35](N(C1C=CC(Cl)=CN=1)[S:35]([C:34]([F:54])([F:53])[F:33])(=[O:37])=[O:36])(=[O:37])=[O:36]. The catalyst is C1COCC1.C1(C)C=CC=CC=1. The product is [F:33][C:34]([F:54])([F:53])[S:35]([O:21][C:20]1[C@@:13]2([CH3:22])[CH2:12][C:11]3[CH:10]=[N:9][N:8]([C:5]4[CH:6]=[CH:7][C:2]([F:1])=[CH:3][CH:4]=4)[C:16]=3[CH:15]=[C:14]2[CH2:17][CH2:18][CH:19]=1)(=[O:37])=[O:36]. The yield is 0.460. (4) The yield is 0.800. The reactants are C1(S(O)(=O)=O)C=CC=CC=1.[NH2:11][C:12]1[CH:16]=[CH:15][S:14][C:13]=1/[C:17](=[CH:19]/[CH:20]([CH3:22])[CH3:21])/[CH3:18].NC1C=CSC=1/C(=C\C(C)C)/C. No catalyst specified. The product is [NH2:11][C:12]1[CH:16]=[CH:15][S:14][C:13]=1[C:17]([CH2:19][CH:20]([CH3:22])[CH3:21])=[CH2:18]. (5) The reactants are [C:1]([Si:5]([CH3:20])([CH3:19])[O:6][CH:7]([C:9]1[CH:14]=[CH:13][C:12]([CH3:15])=[C:11]([N+:16]([O-])=O)[CH:10]=1)[CH3:8])([CH3:4])([CH3:3])[CH3:2].[H][H].[Si](OC(C1C=CC(C)=C(C=1)N)C)(C(C)(C)C)(C)C.[C:41](O[C:41]([O:43][C:44]([CH3:47])([CH3:46])[CH3:45])=[O:42])([O:43][C:44]([CH3:47])([CH3:46])[CH3:45])=[O:42]. The catalyst is C(O)C.C(#N)C.[Pt](=O)=O. The product is [Si:5]([O:6][CH:7]([C:9]1[CH:14]=[CH:13][C:12]([CH3:15])=[C:11]([NH:16][C:41](=[O:42])[O:43][C:44]([CH3:47])([CH3:46])[CH3:45])[CH:10]=1)[CH3:8])([C:1]([CH3:4])([CH3:3])[CH3:2])([CH3:20])[CH3:19]. The yield is 0.990. (6) The reactants are C([O:4][CH2:5][C:6]1[C:7]2[S:15][CH:14]=[C:13]([Br:16])[C:8]=2[C:9](Cl)=[N:10][CH:11]=1)(=O)C.[NH4+:17].[OH-]. The catalyst is O1CCOCC1. The product is [NH2:17][C:9]1[C:8]2[C:13]([Br:16])=[CH:14][S:15][C:7]=2[C:6]([CH2:5][OH:4])=[CH:11][N:10]=1. The yield is 0.840. (7) The reactants are [F:1][C:2]([F:25])([F:24])[C:3]1[CH:4]=[C:5]([C:13]2[N:17]=[CH:16][N:15](/[CH:18]=[CH:19]\[C:20]([NH:22][NH2:23])=[O:21])[N:14]=2)[CH:6]=[C:7]([C:9]([F:12])([F:11])[F:10])[CH:8]=1.[C:26]([O:30][C:31]([NH:33][C@@H:34]([CH:38]([CH3:40])[CH3:39])[C:35](O)=[O:36])=[O:32])([CH3:29])([CH3:28])[CH3:27].C(P1(=O)OP(CCC)(=O)OP(CCC)(=O)O1)CC.CCN(C(C)C)C(C)C. The catalyst is C1COCC1. The product is [F:25][C:2]([F:24])([F:1])[C:3]1[CH:4]=[C:5]([C:13]2[N:17]=[CH:16][N:15](/[CH:18]=[CH:19]\[C:20]([NH:22][NH:23][C:35](=[O:36])[C@@H:34]([NH:33][C:31](=[O:32])[O:30][C:26]([CH3:29])([CH3:28])[CH3:27])[CH:38]([CH3:40])[CH3:39])=[O:21])[N:14]=2)[CH:6]=[C:7]([C:9]([F:10])([F:11])[F:12])[CH:8]=1. The yield is 0.180.